Dataset: Forward reaction prediction with 1.9M reactions from USPTO patents (1976-2016). Task: Predict the product of the given reaction. (1) Given the reactants O1C2C(=CC=CC=2)CCC1.N1CCCCC1.C([O:22][C@@H:23]([C:25]1[N:30]=[C:29]([N:31]2[CH2:36][CH2:35][C:34]3([CH2:45][C:44](=[O:46])[C:43]4[C:38](=[CH:39][CH:40]=[C:41]([Cl:47])[CH:42]=4)[O:37]3)[CH2:33][CH2:32]2)[CH:28]=[CH:27][N:26]=1)[CH3:24])(=O)CCC.O.[OH-].[Li+], predict the reaction product. The product is: [Cl:47][C:41]1[CH:42]=[C:43]2[C:38](=[CH:39][CH:40]=1)[O:37][C:34]1([CH2:35][CH2:36][N:31]([C:29]3[CH:28]=[CH:27][N:26]=[C:25]([C@H:23]([OH:22])[CH3:24])[N:30]=3)[CH2:32][CH2:33]1)[CH2:45][C:44]2=[O:46]. (2) Given the reactants [C:1]([NH:4][NH:5][C:6]([C:8]1[CH:9]=[CH:10][C:11]([CH3:31])=[C:12]([NH:14][C:15](=[O:30])[C:16]2[CH:21]=[CH:20][C:19]([O:22][CH2:23][C:24]3[CH:29]=[CH:28][CH:27]=[CH:26][N:25]=3)=[CH:18][CH:17]=2)[CH:13]=1)=O)(=[O:3])[CH3:2].C1C=CC(P(C2C=CC=CC=2)C2C=CC=CC=2)=CC=1.CCN(C(C)C)C(C)C.ClC(Cl)(Cl)C(Cl)(Cl)Cl, predict the reaction product. The product is: [CH3:31][C:11]1[CH:10]=[CH:9][C:8]([C:6]2[O:3][C:1]([CH3:2])=[N:4][N:5]=2)=[CH:13][C:12]=1[NH:14][C:15](=[O:30])[C:16]1[CH:17]=[CH:18][C:19]([O:22][CH2:23][C:24]2[CH:29]=[CH:28][CH:27]=[CH:26][N:25]=2)=[CH:20][CH:21]=1. (3) Given the reactants [CH:1]1([N:6]2[CH2:12][C:11]([F:14])([F:13])[C:10](=[O:15])[N:9]([CH3:16])[C:8]3[CH:17]=[N:18][C:19]([NH:21][C:22]4[CH:30]=[CH:29][C:25]([C:26](O)=[O:27])=[CH:24][C:23]=4[O:31][CH3:32])=[N:20][C:7]2=3)[CH2:5][CH2:4][CH2:3][CH2:2]1.CN(C(ON1N=NC2C=CC=NC1=2)=[N+](C)C)C.F[P-](F)(F)(F)(F)F.[NH2:57][CH:58]1[CH2:63][CH2:62][N:61]([CH2:64][CH2:65][OH:66])[CH2:60][CH2:59]1, predict the reaction product. The product is: [CH:1]1([N:6]2[CH2:12][C:11]([F:13])([F:14])[C:10](=[O:15])[N:9]([CH3:16])[C:8]3[CH:17]=[N:18][C:19]([NH:21][C:22]4[CH:30]=[CH:29][C:25]([C:26]([NH:57][CH:58]5[CH2:63][CH2:62][N:61]([CH2:64][CH2:65][OH:66])[CH2:60][CH2:59]5)=[O:27])=[CH:24][C:23]=4[O:31][CH3:32])=[N:20][C:7]2=3)[CH2:5][CH2:4][CH2:3][CH2:2]1.